This data is from Catalyst prediction with 721,799 reactions and 888 catalyst types from USPTO. The task is: Predict which catalyst facilitates the given reaction. (1) Reactant: Br[C:2]1[CH:3]=[C:4]2[C:9](=[CH:10][CH:11]=1)[NH:8][CH2:7][CH2:6][CH2:5]2.[CH3:12][N:13](C)C=O. Product: [NH:8]1[C:9]2[C:4](=[CH:3][C:2]([C:12]#[N:13])=[CH:11][CH:10]=2)[CH2:5][CH2:6][CH2:7]1. The catalyst class is: 73. (2) Reactant: F[C:2]1[CH:7]=[CH:6][C:5]([N+:8]([O-:10])=[O:9])=[CH:4][CH:3]=1.[CH3:11][N:12]([CH3:17])[CH2:13][CH2:14][NH:15][CH3:16]. Product: [CH3:11][N:12]([CH3:17])[CH2:13][CH2:14][N:15]([CH3:16])[C:2]1[CH:7]=[CH:6][C:5]([N+:8]([O-:10])=[O:9])=[CH:4][CH:3]=1. The catalyst class is: 60.